Dataset: Forward reaction prediction with 1.9M reactions from USPTO patents (1976-2016). Task: Predict the product of the given reaction. (1) Given the reactants C[N:2]([CH2:56][CH2:57][O:58][CH2:59][CH2:60][O:61][CH2:62][CH2:63][O:64][CH2:65][CH2:66][C:67]([OH:69])=[O:68])[C:3]([C@@H:5]1[CH2:9][CH2:8][CH2:7][N:6]1[CH2:10][CH2:11][N:12]([CH3:55])[C:13](=[O:54])[C:14]1[CH:19]=[CH:18][CH:17]=[C:16]([C:20](=[O:53])[NH:21][C:22]2[CH:27]=[CH:26][C:25]([N:28]3[CH2:33][CH2:32][CH2:31][CH2:30][CH2:29]3)=[CH:24][C:23]=2[C:34]2[CH:39]=[C:38]([C:40](=[O:52])[NH:41][C@@H:42]3[C:51]4[C:46](=[CH:47][CH:48]=[CH:49][CH:50]=4)[CH2:45][CH2:44][CH2:43]3)[CH:37]=[CH:36][N:35]=2)[CH:15]=1)=[O:4].NCCOCCOCCOCCC(OC(C)(C)C)=O, predict the reaction product. The product is: [CH3:55][N:12]([CH2:11][CH2:10][N:6]1[CH2:7][CH2:8][CH2:9][C@H:5]1[C:3](=[O:4])[NH:2][CH2:56][CH2:57][O:58][CH2:59][CH2:60][O:61][CH2:62][CH2:63][O:64][CH2:65][CH2:66][C:67]([OH:69])=[O:68])[C:13](=[O:54])[C:14]1[CH:19]=[CH:18][CH:17]=[C:16]([C:20](=[O:53])[NH:21][C:22]2[CH:27]=[CH:26][C:25]([N:28]3[CH2:29][CH2:30][CH2:31][CH2:32][CH2:33]3)=[CH:24][C:23]=2[C:34]2[CH:39]=[C:38]([C:40](=[O:52])[NH:41][C@@H:42]3[C:51]4[C:46](=[CH:47][CH:48]=[CH:49][CH:50]=4)[CH2:45][CH2:44][CH2:43]3)[CH:37]=[CH:36][N:35]=2)[CH:15]=1. (2) Given the reactants FC(F)(F)C1C=C(NC(=O)NC2C=CC(C3SC(CCC(OC)=O)=NC=3)=CC=2)C=CC=1.[NH2:32][C:33]1[CH:38]=[CH:37][C:36]([C:39]2[S:43][C:42]([CH2:44][CH2:45][CH2:46][C:47]([O:49][CH3:50])=[O:48])=[N:41][N:40]=2)=[CH:35][CH:34]=1.[Cl:51][C:52]1[CH:57]=[CH:56][CH:55]=[CH:54][C:53]=1[N:58]=[C:59]=[O:60], predict the reaction product. The product is: [Cl:51][C:52]1[CH:57]=[CH:56][CH:55]=[CH:54][C:53]=1[NH:58][C:59](=[O:60])[NH:32][C:33]1[CH:34]=[CH:35][C:36]([C:39]2[S:43][C:42]([CH2:44][CH2:45][CH2:46][C:47]([O:49][CH3:50])=[O:48])=[N:41][N:40]=2)=[CH:37][CH:38]=1. (3) Given the reactants [CH2:1]([O:3][P:4]([CH:9]([F:13])[C:10]([O-:12])=[O:11])([O:6][CH2:7][CH3:8])=[O:5])[CH3:2].[OH-].[Na+].Cl.[CH2:17](O)[CH3:18], predict the reaction product. The product is: [CH2:17]([C:9]([P:4]([O:6][CH2:7][CH3:8])([O:3][CH2:1][CH3:2])=[O:5])([F:13])[C:10]([OH:12])=[O:11])[CH3:18]. (4) The product is: [C:1]1([C@H:7]2[C:12](=[O:13])[CH2:11][CH2:10][CH2:9][N:8]2[S:14]([C:17]2[CH:18]=[CH:19][C:20]([CH3:21])=[CH:22][CH:23]=2)(=[O:16])=[O:15])[CH:2]=[CH:3][CH:4]=[CH:5][CH:6]=1. Given the reactants [C:1]1([C@H:7]2[C:12](=[O:13])[CH:11]=[CH:10][CH2:9][N:8]2[S:14]([C:17]2[CH:23]=[CH:22][C:20]([CH3:21])=[CH:19][CH:18]=2)(=[O:16])=[O:15])[CH:6]=[CH:5][CH:4]=[CH:3][CH:2]=1, predict the reaction product. (5) Given the reactants [N:1]1[C:10]2[C:5](=[CH:6][C:7]([CH2:11][N:12]3[C:16]4=[N:17][C:18]([C:21]5[CH:29]=[CH:28][C:24]([C:25]([OH:27])=[O:26])=[CH:23][CH:22]=5)=[CH:19][CH:20]=[C:15]4[N:14]=[N:13]3)=[CH:8][CH:9]=2)[CH:4]=[CH:3][CH:2]=1.[OH-].[Li+:31], predict the reaction product. The product is: [N:1]1[C:10]2[C:5](=[CH:6][C:7]([CH2:11][N:12]3[C:16]4=[N:17][C:18]([C:21]5[CH:29]=[CH:28][C:24]([C:25]([O-:27])=[O:26])=[CH:23][CH:22]=5)=[CH:19][CH:20]=[C:15]4[N:14]=[N:13]3)=[CH:8][CH:9]=2)[CH:4]=[CH:3][CH:2]=1.[Li+:31]. (6) Given the reactants [CH2:1]([O:3][C:4](=[O:31])[CH2:5][C:6]1[CH:11]=[CH:10][C:9]([O:12][CH3:13])=[C:8]([O:14][C:15]2[CH:20]=[CH:19][C:18]([Br:21])=[CH:17][C:16]=2[CH2:22][NH:23][CH2:24][C:25]2[CH:30]=[CH:29][CH:28]=[CH:27][CH:26]=2)[CH:7]=1)[CH3:2].Cl[C:33]([O:35][CH3:36])=[O:34], predict the reaction product. The product is: [CH2:1]([O:3][C:4](=[O:31])[CH2:5][C:6]1[CH:11]=[CH:10][C:9]([O:12][CH3:13])=[C:8]([O:14][C:15]2[CH:20]=[CH:19][C:18]([Br:21])=[CH:17][C:16]=2[CH2:22][N:23]([CH2:24][C:25]2[CH:26]=[CH:27][CH:28]=[CH:29][CH:30]=2)[C:33]([O:35][CH3:36])=[O:34])[CH:7]=1)[CH3:2].